From a dataset of Forward reaction prediction with 1.9M reactions from USPTO patents (1976-2016). Predict the product of the given reaction. (1) Given the reactants [O:1]1[C:5]2[CH:6]=[CH:7][C:8]([C:10]3[N:11]=[C:12]([C:21]4[CH:26]=[CH:25][C:24]([OH:27])=[CH:23][CH:22]=4)[NH:13][C:14]=3[C:15]3[CH:20]=[CH:19][CH:18]=[CH:17][N:16]=3)=[CH:9][C:4]=2[O:3][CH2:2]1.[H-].[Na+].Br[CH2:31][C:32]#[N:33].[Cl-].[NH4+], predict the reaction product. The product is: [O:1]1[C:5]2[CH:6]=[CH:7][C:8]([C:10]3[N:11]=[C:12]([C:21]4[CH:22]=[CH:23][C:24]([O:27][CH2:31][C:32]#[N:33])=[CH:25][CH:26]=4)[NH:13][C:14]=3[C:15]3[CH:20]=[CH:19][CH:18]=[CH:17][N:16]=3)=[CH:9][C:4]=2[O:3][CH2:2]1. (2) Given the reactants [C:1]1([C:7]2[CH:8]=[CH:9][CH:10]=[C:11]([C:14]([O:16]C)=[O:15])[N+:12]=2[O-:13])[CH:6]=[CH:5][CH:4]=[CH:3][CH:2]=1.[OH-].[Na+], predict the reaction product. The product is: [C:1]1([C:7]2[CH:8]=[CH:9][CH:10]=[C:11]([C:14]([OH:16])=[O:15])[N+:12]=2[O-:13])[CH:2]=[CH:3][CH:4]=[CH:5][CH:6]=1. (3) The product is: [Br:2][C:3]1[C:8]2[CH:9]=[C:34]([C:33]([F:38])([F:37])[F:32])[O:29][C:7]=2[C:6]([O:30][CH3:31])=[CH:5][CH:4]=1. Given the reactants [Br-].[Br:2][C:3]1[C:8]([CH2:9][P+](C2C=CC=CC=2)(C2C=CC=CC=2)C2C=CC=CC=2)=[C:7]([OH:29])[C:6]([O:30][CH3:31])=[CH:5][CH:4]=1.[F:32][C:33]([F:38])([F:37])[C:34](O)=O.C(N(CC)CC)C.O, predict the reaction product.